From a dataset of Reaction yield outcomes from USPTO patents with 853,638 reactions. Predict the reaction yield, written as a fraction of the theoretical maximum amount of product (1.0 means a 100% yield; for example, 0.34 means a 34% yield). (1) The yield is 0.650. The reactants are [C:1](=[O:24])(OC1C=CC([N+]([O-])=O)=CC=1)[O:2][CH2:3][CH:4]1[CH2:9][CH2:8][N:7]([CH2:10][CH2:11][O:12][CH3:13])[CH2:6][CH2:5]1.CCN(C(C)C)C(C)C.[CH2:34]1[CH:38]2[CH2:39][CH:40]([NH2:41])[CH:36]([CH2:37]2)[CH2:35]1.[ClH:42].CCOCC. The catalyst is CN(C=O)C.CN(C1C=CN=CC=1)C.CO. The product is [ClH:42].[CH:36]12[CH2:37][CH:38]([CH2:34][CH2:35]1)[CH2:39][CH:40]2[NH:41][C:1](=[O:24])[O:2][CH2:3][CH:4]1[CH2:5][CH2:6][N:7]([CH2:10][CH2:11][O:12][CH3:13])[CH2:8][CH2:9]1. (2) The reactants are [OH:1][CH:2]1[C:6](=O)[N:5]([C@@H:8]([C:10]2[CH:15]=[CH:14][CH:13]=[CH:12][CH:11]=2)[CH3:9])[CH2:4][C@@:3]1([CH3:23])[C:16]([O:18][C:19]([CH3:22])([CH3:21])[CH3:20])=[O:17].B.O.C(O)C. The catalyst is O1CCCC1.C(N(CC)CC)C. The product is [OH:1][CH:2]1[CH2:6][N:5]([C@@H:8]([C:10]2[CH:11]=[CH:12][CH:13]=[CH:14][CH:15]=2)[CH3:9])[CH2:4][C@@:3]1([CH3:23])[C:16]([O:18][C:19]([CH3:22])([CH3:21])[CH3:20])=[O:17]. The yield is 0.531. (3) The reactants are C(OC(=O)C)C.[ClH:7].[F:8][C:9]1[CH:18]=[CH:17][C:16]([O:19][CH2:20][CH2:21][CH3:22])=[C:15]2[C:10]=1[C:11](=[O:47])[C:12]([C:39]1[CH:44]=[CH:43][C:42]([O:45][CH3:46])=[CH:41][CH:40]=1)=[CH:13][N:14]2[CH2:23][CH2:24][NH:25][C:26]([C@@H:28]([NH:31]C(=O)OC(C)(C)C)[CH2:29][OH:30])=[O:27]. The catalyst is C(O)C. The product is [ClH:7].[NH2:31][C@@H:28]([CH2:29][OH:30])[C:26]([NH:25][CH2:24][CH2:23][N:14]1[C:15]2[C:10](=[C:9]([F:8])[CH:18]=[CH:17][C:16]=2[O:19][CH2:20][CH2:21][CH3:22])[C:11](=[O:47])[C:12]([C:39]2[CH:40]=[CH:41][C:42]([O:45][CH3:46])=[CH:43][CH:44]=2)=[CH:13]1)=[O:27]. The yield is 0.500. (4) The reactants are [ClH:1].[C:2]1([NH:8][CH:9]([C:13]2[S:14][CH:15]=[CH:16][CH:17]=2)[C:10]([OH:12])=[O:11])[CH:7]=[CH:6][CH:5]=[CH:4][CH:3]=1.C1CCC(N=C=NC2CCCCC2)CC1.C1C=CC2N(O)N=NC=2C=1.[N:43]12[CH2:50][CH2:49][CH:46]([CH2:47][CH2:48]1)[C@@H:45](O)[CH2:44]2. The catalyst is C1COCC1. The product is [ClH:1].[C:2]1([NH:8][CH:9]([C:13]2[S:14][CH:15]=[CH:16][CH:17]=2)[C:10]([O:12][C@@H:45]2[CH:46]3[CH2:49][CH2:50][N:43]([CH2:48][CH2:47]3)[CH2:44]2)=[O:11])[CH:3]=[CH:4][CH:5]=[CH:6][CH:7]=1. The yield is 0.0700. (5) The reactants are Cl[C:2]1[C:7]([CH3:8])=[CH:6][N:5]=[C:4]([C:9]#[N:10])[C:3]=1[CH3:11].[C:12]1([CH2:18][NH2:19])[CH:17]=[CH:16][CH:15]=[CH:14][CH:13]=1.C(=O)([O-])[O-].[Cs+].[Cs+].COC1C=CC=C(OC)C=1C1C=CC=CC=1P(C1CCCCC1)C1CCCCC1. The catalyst is O1CCOCC1.C1C=CC(/C=C/C(/C=C/C2C=CC=CC=2)=O)=CC=1.C1C=CC(/C=C/C(/C=C/C2C=CC=CC=2)=O)=CC=1.C1C=CC(/C=C/C(/C=C/C2C=CC=CC=2)=O)=CC=1.[Pd].[Pd]. The product is [CH2:18]([NH:19][C:2]1[C:7]([CH3:8])=[CH:6][N:5]=[C:4]([C:9]#[N:10])[C:3]=1[CH3:11])[C:12]1[CH:17]=[CH:16][CH:15]=[CH:14][CH:13]=1. The yield is 0.714.